Dataset: Reaction yield outcomes from USPTO patents with 853,638 reactions. Task: Predict the reaction yield, written as a fraction of the theoretical maximum amount of product (1.0 means a 100% yield; for example, 0.34 means a 34% yield). The reactants are [CH3:1][C@H:2]1[CH2:8][NH:7][CH2:6][C:5]2[CH:9]=[CH:10][C:11]([C:13]([O:15]C)=O)=[CH:12][C:4]=2[O:3]1.[NH2:17][OH:18].[OH-].[Na+]. The catalyst is C1COCC1.CO. The product is [OH:18][NH:17][C:13]([C:11]1[CH:10]=[CH:9][C:5]2[CH2:6][NH:7][CH2:8][C@H:2]([CH3:1])[O:3][C:4]=2[CH:12]=1)=[O:15]. The yield is 0.310.